From a dataset of Forward reaction prediction with 1.9M reactions from USPTO patents (1976-2016). Predict the product of the given reaction. (1) Given the reactants [Cl:1][C:2]1[C:10]2[N:9]=[C:8]3[N:11]([C:15]4[CH:20]=[CH:19][C:18]([Cl:21])=[CH:17][C:16]=4[Cl:22])[CH2:12][CH2:13][CH2:14][N:7]3[C:6]=2[C:5]([CH:23]([CH2:30][CH3:31])[CH2:24][C:25](OCC)=[O:26])=[CH:4][CH:3]=1.[OH-].[Na+].Cl.Cl.[CH3:36][NH:37][O:38][CH3:39].Cl.C(N=C=NCCCN(C)C)C.O.ON1C2C=CC=CC=2N=N1.C(N(CC)CC)C, predict the reaction product. The product is: [Cl:1][C:2]1[C:10]2[N:9]=[C:8]3[N:11]([C:15]4[CH:20]=[CH:19][C:18]([Cl:21])=[CH:17][C:16]=4[Cl:22])[CH2:12][CH2:13][CH2:14][N:7]3[C:6]=2[C:5]([CH:23]([CH2:30][CH3:31])[CH2:24][C:25]([N:37]([O:38][CH3:39])[CH3:36])=[O:26])=[CH:4][CH:3]=1. (2) Given the reactants O=[C:2]1[CH2:7][CH2:6][N:5]([C:8]([O:10][C:11]([CH3:14])([CH3:13])[CH3:12])=[O:9])[CH2:4][CH2:3]1.[NH:15]1[CH2:21][CH2:20][CH2:19][CH2:18][CH2:17][CH2:16]1.C([BH3-])#N.[Na+].O, predict the reaction product. The product is: [C:11]([O:10][C:8]([N:5]1[CH2:6][CH2:7][CH:2]([N:15]2[CH2:21][CH2:20][CH2:19][CH2:18][CH2:17][CH2:16]2)[CH2:3][CH2:4]1)=[O:9])([CH3:14])([CH3:13])[CH3:12]. (3) Given the reactants [N:1]1([C:7]([N:9]2[CH2:14][CH:13]([C:15]3[CH:20]=[CH:19][C:18]([C:21]([F:24])([F:23])[F:22])=[CH:17][CH:16]=3)[CH2:12][CH:11]([C:25]([OH:27])=O)[CH2:10]2)=[O:8])[CH2:6][CH2:5][O:4][CH2:3][CH2:2]1.O[NH:29][C:30](=[NH:36])[CH2:31][S:32]([CH3:35])(=[O:34])=[O:33], predict the reaction product. The product is: [CH3:35][S:32]([CH2:31][C:30]1[N:36]=[C:25]([CH:11]2[CH2:12][CH:13]([C:15]3[CH:16]=[CH:17][C:18]([C:21]([F:24])([F:22])[F:23])=[CH:19][CH:20]=3)[CH2:14][N:9]([C:7]([N:1]3[CH2:6][CH2:5][O:4][CH2:3][CH2:2]3)=[O:8])[CH2:10]2)[O:27][N:29]=1)(=[O:34])=[O:33]. (4) Given the reactants C1S[C:4]([C:6]23[C:14](=O)[CH:10]([CH2:11][CH2:12][CH2:13]2)[CH2:9][N:8]([CH3:16])[CH:7]3CC)([O-:5])SC1.[CH2:20]([OH:22])[CH3:21], predict the reaction product. The product is: [CH2:20]([O:22][C:4]([C:6]12[CH2:14][CH:10]([CH2:11][CH2:12][CH2:13]1)[CH2:9][N:8]([CH3:16])[CH2:7]2)=[O:5])[CH3:21].